Dataset: Full USPTO retrosynthesis dataset with 1.9M reactions from patents (1976-2016). Task: Predict the reactants needed to synthesize the given product. (1) Given the product [Br:1][C:2]1[CH:3]=[CH:4][C:5]([F:10])=[C:6]([CH:9]=1)[CH2:7][N:11]1[CH2:16][CH2:15][O:14][CH2:13][CH2:12]1, predict the reactants needed to synthesize it. The reactants are: [Br:1][C:2]1[CH:3]=[CH:4][C:5]([F:10])=[C:6]([CH:9]=1)[CH:7]=O.[NH:11]1[CH2:16][CH2:15][O:14][CH2:13][CH2:12]1.C(O)(=O)C.[Na].C(=O)([O-])O.[Na+]. (2) Given the product [C:44]([O:43][C@@H:9]([C:10]1[C:34]([CH3:35])=[CH:33][C:13]2[N:14]=[C:15]([C:17]3[CH:22]=[CH:21][CH:20]=[C:19]([C:23]4[CH:24]=[C:25]5[C:29](=[CH:30][CH:31]=4)[N:28]([CH3:32])[N:27]=[CH:26]5)[CH:18]=3)[S:16][C:12]=2[C:11]=1[C:36]1[CH:37]=[CH:38][C:39]([Cl:42])=[CH:40][CH:41]=1)[CH2:8][OH:7])([CH3:47])([CH3:45])[CH3:46], predict the reactants needed to synthesize it. The reactants are: C([O:7][CH2:8][C@@H:9]([O:43][C:44]([CH3:47])([CH3:46])[CH3:45])[C:10]1[C:34]([CH3:35])=[CH:33][C:13]2[N:14]=[C:15]([C:17]3[CH:22]=[CH:21][CH:20]=[C:19]([C:23]4[CH:24]=[C:25]5[C:29](=[CH:30][CH:31]=4)[N:28]([CH3:32])[N:27]=[CH:26]5)[CH:18]=3)[S:16][C:12]=2[C:11]=1[C:36]1[CH:41]=[CH:40][C:39]([Cl:42])=[CH:38][CH:37]=1)(=O)C(C)(C)C.[OH-].[Na+].CCOC(C)=O. (3) The reactants are: [CH2:1]([O:3][C:4]([N:6]1[C:15]2[C:10](=[N:11][C:12]([O:16][CH3:17])=[CH:13][CH:14]=2)[C@@H:9]([NH:18][C:19]2[N:24]=[C:23]([CH2:25][C:26]3[CH:31]=[C:30]([C:32]([F:35])([F:34])[F:33])[CH:29]=[C:28]([C:36]([F:39])([F:38])[F:37])[CH:27]=3)[C:22]([NH:40][C:41](OC(C)C3C=CC=CC=3)=O)=[CH:21][N:20]=2)[CH2:8][C@H:7]1[CH2:52][CH3:53])=[O:5])[CH3:2]. Given the product [CH2:1]([O:3][C:4]([N:6]1[C:15]2[C:10](=[N:11][C:12]([O:16][CH3:17])=[CH:13][CH:14]=2)[C@@H:9]([NH:18][C:19]2[N:24]=[C:23]([CH2:25][C:26]3[CH:31]=[C:30]([C:32]([F:35])([F:34])[F:33])[CH:29]=[C:28]([C:36]([F:38])([F:39])[F:37])[CH:27]=3)[C:22]([NH:40][CH3:41])=[CH:21][N:20]=2)[CH2:8][C@H:7]1[CH2:52][CH3:53])=[O:5])[CH3:2], predict the reactants needed to synthesize it. (4) Given the product [Cl:1][C:2]1[CH:15]=[C:14]([N+:16]([O-:18])=[O:17])[CH:13]=[CH:12][C:3]=1[O:4][C:5]1[CH:10]=[CH:9][CH:8]=[C:7]([O:11][CH2:26][CH:27]2[CH2:29][CH2:28]2)[CH:6]=1, predict the reactants needed to synthesize it. The reactants are: [Cl:1][C:2]1[CH:15]=[C:14]([N+:16]([O-:18])=[O:17])[CH:13]=[CH:12][C:3]=1[O:4][C:5]1[CH:6]=[C:7]([OH:11])[CH:8]=[CH:9][CH:10]=1.C(=O)([O-])[O-].[Cs+].[Cs+].Br[CH2:26][CH:27]1[CH2:29][CH2:28]1. (5) Given the product [NH2:1][C:2]1[CH:3]=[C:4]([CH:5]=[CH:6][CH:7]=1)[O:8][C:20]1[CH:19]=[CH:18][N:17]=[C:16]([Cl:15])[CH:21]=1, predict the reactants needed to synthesize it. The reactants are: [NH2:1][C:2]1[CH:3]=[C:4]([OH:8])[CH:5]=[CH:6][CH:7]=1.C([O-])([O-])=O.[Cs+].[Cs+].[Cl:15][C:16]1[CH:21]=[C:20](Cl)[CH:19]=[CH:18][N:17]=1.